This data is from Cav3 T-type calcium channel HTS with 100,875 compounds. The task is: Binary Classification. Given a drug SMILES string, predict its activity (active/inactive) in a high-throughput screening assay against a specified biological target. (1) The molecule is Cl\C(C(/[N+]([O-])=O)=C(/Nc1ccc(OCC)cc1)n1ncnc1)=C(/Cl)Cl. The result is 0 (inactive). (2) The molecule is s1c(NC(=O)C(CCC)C)nc(c1c1nc(sc1)Nc1c(OC)cccc1)C. The result is 0 (inactive). (3) The compound is o1c(c2c(cc(c([N+]([O-])=O)c2)C)C)ccc1/C=N\c1n2c(nc1c1occc1)cccc2. The result is 0 (inactive). (4) The molecule is O=c1[nH]c2c(cc1CNC(C)C)ccc(c2)C. The result is 0 (inactive). (5) The drug is O(C(=O)c1[nH]c(c(c1C)C(=O)C)C)CC(=O)NCCOC. The result is 0 (inactive). (6) The compound is O1c2c(C(c3ccc(OC)cc3)C(=C1N)C#N)c(=O)n(c(c2)C)Cc1ccncc1. The result is 0 (inactive). (7) The compound is O(C(=O)N1CCN(CC1)C(=O)C(n1nnc(c1)CCO)Cc1ccc(O)cc1)C(C)(C)C. The result is 0 (inactive). (8) The drug is S(CC(=O)N1CCCc2c1cccc2)c1n(c(nn1)c1ccccc1)C. The result is 0 (inactive). (9) The result is 1 (active). The compound is S(=O)(=O)(Cc1nc(oc1C)c1cc(OC)ccc1)CC(=O)NCCN(CC)c1ccccc1. (10) The compound is Fc1c(c2onc(n2)c2ccc(cc2)C(O)=O)cccc1. The result is 0 (inactive).